From a dataset of Forward reaction prediction with 1.9M reactions from USPTO patents (1976-2016). Predict the product of the given reaction. (1) Given the reactants [OH:1][CH:2]1[CH:7]([C:8]2[CH:13]=[CH:12][C:11]([O:14][CH2:15][CH2:16][CH2:17][O:18][CH2:19][C:20]3[CH:25]=[CH:24][CH:23]=[CH:22][C:21]=3[O:26][CH3:27])=[CH:10][CH:9]=2)[CH2:6][CH2:5][N:4]([C:28]([O:30][C:31]([CH3:34])([CH3:33])[CH3:32])=[O:29])[CH2:3]1.Cl[CH2:36][C:37]1[C:42]2[N:43]([CH2:49][O:50][CH2:51][CH2:52][Si:53]([CH3:56])([CH3:55])[CH3:54])[C:44](=[O:48])[CH2:45][CH2:46][CH2:47][C:41]=2[CH:40]=[CH:39][CH:38]=1, predict the reaction product. The product is: [CH3:27][O:26][C:21]1[CH:22]=[CH:23][CH:24]=[CH:25][C:20]=1[CH2:19][O:18][CH2:17][CH2:16][CH2:15][O:14][C:11]1[CH:12]=[CH:13][C:8]([CH:7]2[CH2:6][CH2:5][N:4]([C:28]([O:30][C:31]([CH3:34])([CH3:33])[CH3:32])=[O:29])[CH2:3][CH:2]2[O:1][CH2:36][C:37]2[C:42]3[N:43]([CH2:49][O:50][CH2:51][CH2:52][Si:53]([CH3:54])([CH3:56])[CH3:55])[C:44](=[O:48])[CH2:45][CH2:46][CH2:47][C:41]=3[CH:40]=[CH:39][CH:38]=2)=[CH:9][CH:10]=1. (2) Given the reactants [F:1][C:2]([F:9])([F:8])[CH2:3][S:4](Cl)(=[O:6])=[O:5].[F:10][C:11]1[CH:24]=[C:23]([F:25])[CH:22]=[CH:21][C:12]=1[O:13][C:14]1[CH:20]=[CH:19][C:17]([NH2:18])=[CH:16][CH:15]=1, predict the reaction product. The product is: [F:10][C:11]1[CH:24]=[C:23]([F:25])[CH:22]=[CH:21][C:12]=1[O:13][C:14]1[CH:15]=[CH:16][C:17]([NH:18][S:4]([CH2:3][C:2]([F:9])([F:8])[F:1])(=[O:6])=[O:5])=[CH:19][CH:20]=1.